Dataset: Forward reaction prediction with 1.9M reactions from USPTO patents (1976-2016). Task: Predict the product of the given reaction. (1) Given the reactants [CH3:1][C:2]1[C:7]([N+:8]([O-])=O)=[CH:6][N:5]=[C:4]([N:11]2[CH2:15][CH2:14][CH2:13][CH2:12]2)[CH:3]=1, predict the reaction product. The product is: [CH3:1][C:2]1[CH:3]=[C:4]([N:11]2[CH2:15][CH2:14][CH2:13][CH2:12]2)[N:5]=[CH:6][C:7]=1[NH2:8]. (2) Given the reactants [CH3:1][O:2][C:3]1[CH:8]=[CH:7][C:6]([NH:9][C:10]([C:12]2[CH:17]=[CH:16][C:15](C3C=CC=CC=3)=[CH:14][CH:13]=2)=[O:11])=[CH:5][C:4]=1[NH:24][C:25](=[O:35])[CH2:26][N:27]1[CH2:33][CH:32]2[O:34][CH:29]([CH2:30][CH2:31]2)[CH2:28]1.ClCC(N[C:41]1[CH:42]=[C:43](NC([C:41]2[CH:46]=[CH:45][C:44]([C:41]3[CH:46]=[CH:45][CH:44]=[CH:43][CH:42]=3)=[CH:43][CH:42]=2)=O)[CH:44]=[CH:45][C:46]=1OC)=O.COC1CCCNC1.C(N(CC)CC)C, predict the reaction product. The product is: [CH3:1][O:2][C:3]1[CH:8]=[CH:7][C:6]([NH:9][C:10]([C:12]2[CH:17]=[CH:16][C:15]([C:41]3[CH:42]=[CH:43][CH:44]=[CH:45][CH:46]=3)=[CH:14][CH:13]=2)=[O:11])=[CH:5][C:4]=1[NH:24][C:25](=[O:35])[CH2:26][N:27]1[CH2:33][CH2:31][CH2:30][CH:29]([O:34][CH3:32])[CH2:28]1.